From a dataset of Catalyst prediction with 721,799 reactions and 888 catalyst types from USPTO. Predict which catalyst facilitates the given reaction. Reactant: [F:1][CH:2]([F:22])[C:3]1[C:8]([C:9]([O:11][CH3:12])=[O:10])=[C:7]([CH2:13][CH:14]([CH3:16])[CH3:15])[C:6]([SH:17])=[C:5]([C:18]([F:21])([F:20])[F:19])[N:4]=1.[C:23]([C:27]1[CH:32]=[CH:31][C:30]([SH:33])=[CH:29][CH:28]=1)([CH3:26])([CH3:25])[CH3:24].BrBr.O. Product: [C:23]([C:27]1[CH:28]=[CH:29][C:30]([S:33][S:17][C:6]2[C:7]([CH2:13][CH:14]([CH3:16])[CH3:15])=[C:8]([C:9]([O:11][CH3:12])=[O:10])[C:3]([CH:2]([F:1])[F:22])=[N:4][C:5]=2[C:18]([F:21])([F:20])[F:19])=[CH:31][CH:32]=1)([CH3:26])([CH3:24])[CH3:25]. The catalyst class is: 15.